Dataset: Reaction yield outcomes from USPTO patents with 853,638 reactions. Task: Predict the reaction yield, written as a fraction of the theoretical maximum amount of product (1.0 means a 100% yield; for example, 0.34 means a 34% yield). (1) The reactants are [CH3:1][C:2]1[O:6][N:5]=[C:4]([C:7]2[CH:12]=[CH:11][CH:10]=[CH:9][CH:8]=2)[C:3]=1[CH2:13][O:14][C:15]1[CH:16]=[CH:17][C:18]([C:21]([OH:23])=O)=[N:19][CH:20]=1.F[B-](F)(F)F.N1(OC(N(C)C)=[N+](C)C)C2C=CC=CC=2N=N1.C(N(CC)C(C)C)(C)C.[CH3:55][N:56]([CH3:58])[NH2:57]. The catalyst is CN(C=O)C. The product is [CH3:55][N:56]([CH3:58])[NH:57][C:21]([C:18]1[CH:17]=[CH:16][C:15]([O:14][CH2:13][C:3]2[C:4]([C:7]3[CH:8]=[CH:9][CH:10]=[CH:11][CH:12]=3)=[N:5][O:6][C:2]=2[CH3:1])=[CH:20][N:19]=1)=[O:23]. The yield is 0.270. (2) The reactants are Br[C:2]1[CH:3]=[C:4]2[CH:10]=[CH:9][N:8]([C:11]3[N:15]([CH3:16])[N:14]=[C:13]([CH3:17])[C:12]=3[CH:18]=[O:19])[C:5]2=[N:6][CH:7]=1.[CH:20]1(B(O)O)[CH2:22][CH2:21]1.C(=O)([O-])[O-].[K+].[K+].C1(P(C2CCCCC2)C2C=CC=CC=2C2C(OC)=CC=CC=2OC)CCCCC1. The catalyst is C1C=CC(/C=C/C(/C=C/C2C=CC=CC=2)=O)=CC=1.C1C=CC(/C=C/C(/C=C/C2C=CC=CC=2)=O)=CC=1.C1C=CC(/C=C/C(/C=C/C2C=CC=CC=2)=O)=CC=1.[Pd].[Pd].O.C1(C)C=CC=CC=1. The product is [CH:20]1([C:2]2[CH:3]=[C:4]3[CH:10]=[CH:9][N:8]([C:11]4[N:15]([CH3:16])[N:14]=[C:13]([CH3:17])[C:12]=4[CH:18]=[O:19])[C:5]3=[N:6][CH:7]=2)[CH2:22][CH2:21]1. The yield is 0.990. (3) The reactants are Br[C:2]1[CH:10]=[CH:9][CH:8]=[C:7]2[C:3]=1[CH:4]=[CH:5][NH:6]2.[C:11]1(B(O)O)[CH:16]=[CH:15][CH:14]=[CH:13][CH:12]=1.C(=O)([O-])[O-].[K+].[K+]. The catalyst is CC1C(P(C2C(C)=CC=CC=2)C2C(C)=CC=CC=2)=CC=CC=1.CC1C(P(C2C(C)=CC=CC=2)C2C(C)=CC=CC=2)=CC=CC=1.Cl[Pd]Cl.O1CCOCC1. The product is [C:11]1([C:2]2[CH:10]=[CH:9][CH:8]=[C:7]3[C:3]=2[CH:4]=[CH:5][NH:6]3)[CH:16]=[CH:15][CH:14]=[CH:13][CH:12]=1. The yield is 0.940. (4) The reactants are [CH3:1][N:2]1[C:6]2[CH:7]=[CH:8][CH:9]=[C:10]([C:11]3[CH:12]=[C:13]([CH:19]=[CH:20][CH:21]=3)[C:14]([O:16][CH2:17][CH3:18])=[O:15])[C:5]=2[NH:4][C:3]1=O.P(Cl)(Cl)([Cl:25])=O.C(=O)([O-])[O-].[K+].[K+]. The catalyst is O. The product is [Cl:25][C:3]1[N:2]([CH3:1])[C:6]2[CH:7]=[CH:8][CH:9]=[C:10]([C:11]3[CH:12]=[C:13]([CH:19]=[CH:20][CH:21]=3)[C:14]([O:16][CH2:17][CH3:18])=[O:15])[C:5]=2[N:4]=1. The yield is 0.970. (5) The reactants are Br[C:2]1[C:3]2[N:4]([N:8]=[C:9]([NH:11][C:12]3[CH:28]=[CH:27][C:15]([C:16]([N:18]([CH3:26])[CH:19]4[CH2:24][CH2:23][N:22]([CH3:25])[CH2:21][CH2:20]4)=[O:17])=[CH:14][CH:13]=3)[N:10]=2)[CH:5]=[CH:6][CH:7]=1.[CH:29]1([C:34]2([CH2:40][C:41]#[N:42])[CH2:39][CH2:38][NH:37][CH2:36][CH2:35]2)[CH2:33][CH2:32][CH2:31][CH2:30]1.O. The catalyst is CC#N. The product is [C:41]([CH2:40][C:34]1([CH:29]2[CH2:33][CH2:32][CH2:31][CH2:30]2)[CH2:35][CH2:36][N:37]([C:2]2[C:3]3[N:4]([N:8]=[C:9]([NH:11][C:12]4[CH:28]=[CH:27][C:15]([C:16]([N:18]([CH3:26])[CH:19]5[CH2:24][CH2:23][N:22]([CH3:25])[CH2:21][CH2:20]5)=[O:17])=[CH:14][CH:13]=4)[N:10]=3)[CH:5]=[CH:6][CH:7]=2)[CH2:38][CH2:39]1)#[N:42]. The yield is 0.220. (6) The catalyst is C1(C)C=CC=CC=1. The yield is 0.950. The reactants are [NH:1]1[CH2:6][CH2:5][CH2:4][CH2:3][CH2:2]1.[Li]CCCC.[F:12][C:13]1[CH:18]=[CH:17][C:16]([N:19]2[C:24](=[O:25])[C:23](OC)=[C:22]([C:28]3[CH:33]=[CH:32][C:31]([S:34][CH3:35])=[CH:30][CH:29]=3)[CH:21]=[N:20]2)=[CH:15][CH:14]=1.[NH2-].[Li+]. The product is [F:12][C:13]1[CH:18]=[CH:17][C:16]([N:19]2[C:24](=[O:25])[C:23]([N:1]3[CH2:6][CH2:5][CH2:4][CH2:3][CH2:2]3)=[C:22]([C:28]3[CH:29]=[CH:30][C:31]([S:34][CH3:35])=[CH:32][CH:33]=3)[CH:21]=[N:20]2)=[CH:15][CH:14]=1.